The task is: Predict the reaction yield, written as a fraction of the theoretical maximum amount of product (1.0 means a 100% yield; for example, 0.34 means a 34% yield).. This data is from Reaction yield outcomes from USPTO patents with 853,638 reactions. (1) The reactants are [CH2:1]([C:3]1[N:7](S(N(C)C)(=O)=O)[N:6]=[CH:5][C:4]=1[C:14]1[S:22][C:21]2[C:20](=[O:23])[NH:19][C:18]([CH3:25])([CH3:24])[N:17]([CH3:26])[C:16]=2[CH:15]=1)[CH3:2].C(O)(C(F)(F)F)=O.C([O-])(O)=O.[Na+].CC(C)=O.[O-]S([O-])(=O)=O.[Mg+2].CC1C=CC(S(O)(=O)=O)=CC=1. The catalyst is CN(C=O)C. The product is [CH2:1]([C:3]1[NH:7][N:6]=[CH:5][C:4]=1[C:14]1[S:22][C:21]2[C:20](=[O:23])[NH:19][C:18]([CH3:25])([CH3:24])[N:17]([CH3:26])[C:16]=2[CH:15]=1)[CH3:2]. The yield is 0.440. (2) The reactants are [CH2:1]=P(C1C=CC=CC=1)(C1C=CC=CC=1)C1C=CC=CC=1.C([Li])CCC.[Br:26][C:27]1[CH:28]=[C:29]2[C:34](=[C:35]([CH:37]=O)[CH:36]=1)[O:33][C:32]([CH3:40])([CH3:39])[CH2:31][C:30]2([CH3:42])[CH3:41]. The catalyst is [Br-].C[P+](C1C=CC=CC=1)(C1C=CC=CC=1)C1C=CC=CC=1.CCCCCC. The product is [Br:26][C:27]1[CH:28]=[C:29]2[C:34](=[C:35]([CH:37]=[CH2:1])[CH:36]=1)[O:33][C:32]([CH3:40])([CH3:39])[CH2:31][C:30]2([CH3:42])[CH3:41]. The yield is 0.720. (3) The reactants are Cl.Cl.[NH2:3][CH2:4][CH2:5][CH2:6][CH2:7][N:8]1[CH2:17][CH2:16][C:15]2[C:10](=[CH:11][CH:12]=[CH:13][CH:14]=2)[CH2:9]1.C(N(CC)C(C)C)(C)C.[C:27]1([S:37]([Cl:40])(=[O:39])=[O:38])[C:36]2[C:31](=[CH:32][CH:33]=[CH:34][CH:35]=2)[CH:30]=[CH:29][CH:28]=1. The catalyst is C(Cl)Cl. The product is [ClH:40].[CH2:9]1[C:10]2[C:15](=[CH:14][CH:13]=[CH:12][CH:11]=2)[CH2:16][CH2:17][N:8]1[CH2:7][CH2:6][CH2:5][CH2:4][NH:3][S:37]([C:27]1[C:36]2[C:31](=[CH:32][CH:33]=[CH:34][CH:35]=2)[CH:30]=[CH:29][CH:28]=1)(=[O:39])=[O:38]. The yield is 0.720. (4) The reactants are [B-](F)(F)(F)F.N#[O+].[NH2:8][C:9]1[C:14]([F:15])=[C:13]([C:16]2[CH:21]=[CH:20][C:19](N)=[CH:18][CH:17]=2)[N:12]=[C:11]([C:23]([O:25][CH3:26])=[O:24])[C:10]=1[CH:27]=[CH2:28].[Br-:29].[K+].C1OCCOCCOCCOCCOCCOC1.N1C2C(=CC=C3C=2N=CC=C3)C=CC=1. The catalyst is C(Cl)Cl.CCOCC.[Cu](Br)Br.[Cu]Br.CC#N. The product is [NH2:8][C:9]1[C:14]([F:15])=[C:13]([C:16]2[CH:21]=[CH:20][C:19]([Br:29])=[CH:18][CH:17]=2)[N:12]=[C:11]([C:23]([O:25][CH3:26])=[O:24])[C:10]=1[CH:27]=[CH2:28]. The yield is 0.355. (5) The yield is 0.950. The catalyst is O. The reactants are [NH2:1][C@H:2]([C:13]([OH:15])=[O:14])[CH2:3][C:4]1[C:12]2[C:7](=[CH:8][CH:9]=[CH:10][CH:11]=2)[NH:6][CH:5]=1.C([O-])(O)=O.[Na+].O=C1CCC(=O)N1[O:28][C:29](=O)[CH2:30][CH2:31][CH2:32][C:33]1[CH:38]=[CH:37][CH:36]=[CH:35][CH:34]=1.C(#N)C. The product is [NH:6]1[C:7]2[C:12](=[CH:11][CH:10]=[CH:9][CH:8]=2)[C:4]([CH2:3][C@H:2]([NH:1][C:29](=[O:28])[CH2:30][CH2:31][CH2:32][C:33]2[CH:38]=[CH:37][CH:36]=[CH:35][CH:34]=2)[C:13]([OH:15])=[O:14])=[CH:5]1. (6) The reactants are [CH2:1]([O:8][C:9]1[CH:14]=[CH:13][C:12]([NH:15][C:16]2[N:17]=[CH:18][N:19]=[C:20]3[S:41][C:23]4[C:24]5[C:28]([CH2:29][CH2:30][C:22]=4[C:21]=23)=[N:27][N:26]([CH2:31][CH2:32][O:33][Si](C(C)(C)C)(C)C)[CH:25]=5)=[CH:11][C:10]=1[Cl:42])[C:2]1[CH:7]=[CH:6][CH:5]=[CH:4][CH:3]=1.Cl. The catalyst is C1COCC1. The product is [CH2:1]([O:8][C:9]1[CH:14]=[CH:13][C:12]([NH:15][C:16]2[C:21]3[C:22]4[CH2:30][CH2:29][C:28]5[C:24](=[CH:25][N:26]([CH2:31][CH2:32][OH:33])[N:27]=5)[C:23]=4[S:41][C:20]=3[N:19]=[CH:18][N:17]=2)=[CH:11][C:10]=1[Cl:42])[C:2]1[CH:7]=[CH:6][CH:5]=[CH:4][CH:3]=1. The yield is 0.600.